This data is from Full USPTO retrosynthesis dataset with 1.9M reactions from patents (1976-2016). The task is: Predict the reactants needed to synthesize the given product. (1) The reactants are: [NH:1]1[CH:5]=[CH:4][CH:3]=[C:2]1[C:6]1[O:10][N:9]=[C:8]([C:11]2[CH:12]=[N:13][CH:14]=[CH:15][CH:16]=2)[N:7]=1.[CH3:17][Si](C)(C)[N-][Si](C)(C)C.[Na+].IC. Given the product [CH3:17][N:1]1[CH:5]=[CH:4][CH:3]=[C:2]1[C:6]1[O:10][N:9]=[C:8]([C:11]2[CH:12]=[N:13][CH:14]=[CH:15][CH:16]=2)[N:7]=1, predict the reactants needed to synthesize it. (2) Given the product [Cl:33][C:7]1[CH:6]=[C:5]([O:18][S:19]([CH3:22])(=[O:21])=[O:20])[CH:4]=[C:3]([O:2][CH3:1])[CH:8]=1, predict the reactants needed to synthesize it. The reactants are: [CH3:1][O:2][C:3]1[CH:4]=[C:5]([O:18][S:19]([CH3:22])(=[O:21])=[O:20])[CH:6]=[C:7](B2OC(C)(C)C(C)(C)O2)[CH:8]=1.N1C=CC=CC=1.CS([Cl:33])(=O)=O. (3) Given the product [CH3:1][O:2][C:3](=[O:17])[CH:4]([CH3:16])[CH2:5][C:6]1[CH:11]=[CH:10][CH:9]=[C:8]([C:12]([NH2:15])([CH3:13])[CH3:14])[CH:7]=1, predict the reactants needed to synthesize it. The reactants are: [CH3:1][O:2][C:3](=[O:17])[C:4]([CH3:16])=[CH:5][C:6]1[CH:11]=[CH:10][CH:9]=[C:8]([C:12]([NH2:15])([CH3:14])[CH3:13])[CH:7]=1.[Mg]. (4) Given the product [CH2:1]([O:3][C:4](=[O:21])[CH2:5][CH:6]1[O:10][B:9]([OH:11])[C:8]2[CH:12]=[C:13]([O:20][C:23]3[CH:28]=[N:27][CH:26]=[CH:25][N:24]=3)[CH:14]=[C:15]([CH2:16][N:17]=[N+:18]=[N-:19])[C:7]1=2)[CH3:2], predict the reactants needed to synthesize it. The reactants are: [CH2:1]([O:3][C:4](=[O:21])[CH2:5][CH:6]1[O:10][B:9]([OH:11])[C:8]2[CH:12]=[C:13]([OH:20])[CH:14]=[C:15]([CH2:16][N:17]=[N+:18]=[N-:19])[C:7]1=2)[CH3:2].Cl[C:23]1[CH:28]=[N:27][CH:26]=[CH:25][N:24]=1.C([O-])([O-])=O.[Cs+].[Cs+].Cl. (5) Given the product [CH2:1]([N:4]1[C:12]2[C:7](=[CH:8][CH:9]=[CH:10][CH:11]=2)[C:6]2([CH2:16][CH2:15]2)[C:5]1=[O:13])[CH2:2][CH3:3], predict the reactants needed to synthesize it. The reactants are: [CH2:1]([N:4]1[C:12]2[C:7](=[CH:8][CH:9]=[CH:10][CH:11]=2)[CH2:6][C:5]1=[O:13])[CH2:2][CH3:3].Br[CH2:15][CH2:16]Br.O1CCCC1.[H-].[Na+]. (6) Given the product [CH2:1]([O:3][C:7](=[O:8])[CH2:6][CH2:5][CH2:4][OH:9])[CH3:2], predict the reactants needed to synthesize it. The reactants are: [CH2:1]([OH:3])[CH3:2].[C:4]1(=[O:9])[O:8][CH2:7][CH2:6][CH2:5]1.Cl.C1COCC1.